Dataset: Ames mutagenicity test results for genotoxicity prediction. Task: Regression/Classification. Given a drug SMILES string, predict its toxicity properties. Task type varies by dataset: regression for continuous values (e.g., LD50, hERG inhibition percentage) or binary classification for toxic/non-toxic outcomes (e.g., AMES mutagenicity, cardiotoxicity, hepatotoxicity). Dataset: ames. The compound is Cc1c2ccccc2cc2c3c(ccc12)C(O)C(O)C1OC31. The result is 1 (mutagenic).